This data is from hERG Central: cardiac toxicity at 1µM, 10µM, and general inhibition. The task is: Predict hERG channel inhibition at various concentrations. (1) The drug is O=C(CCOc1ccccc1)Nc1ccnn1C1CCN(Cc2ccc(F)cc2)CC1. Results: hERG_inhib (hERG inhibition (general)): blocker. (2) The compound is CCOC(=O)N1CCN(S(=O)(=O)c2ccc(C(=O)N(CCCN(C)C)c3nc4c(F)cc(F)cc4s3)cc2)CC1.Cl. Results: hERG_inhib (hERG inhibition (general)): blocker. (3) The compound is COc1ccc(OC)c(CCNC(=O)Cn2nc(C)c3c(C)n(-c4ccc(C)cc4)nc3c2=O)c1. Results: hERG_inhib (hERG inhibition (general)): blocker. (4) The compound is COc1ccc(CN2CCCC(C(=O)c3ccc(Cl)cc3)C2)cc1Cn1cccn1. Results: hERG_inhib (hERG inhibition (general)): blocker.